This data is from Catalyst prediction with 721,799 reactions and 888 catalyst types from USPTO. The task is: Predict which catalyst facilitates the given reaction. (1) Reactant: [CH2:1]([O:8][C:9]1[CH:14]=[CH:13][C:12]([C:15]2[CH2:20][CH2:19][C:18]([CH3:23])([CH:21]=[O:22])[CH2:17][CH:16]=2)=[CH:11][CH:10]=1)[C:2]1[CH:7]=[CH:6][CH:5]=[CH:4][CH:3]=1.[H-].[H-].[H-].[H-].[Li+].[Al+3]. Product: [CH2:1]([O:8][C:9]1[CH:10]=[CH:11][C:12]([C:15]2[CH2:20][CH2:19][C:18]([CH2:21][OH:22])([CH3:23])[CH2:17][CH:16]=2)=[CH:13][CH:14]=1)[C:2]1[CH:3]=[CH:4][CH:5]=[CH:6][CH:7]=1. The catalyst class is: 1. (2) Reactant: [Br:1][C:2]1[C:3]([CH3:9])=[C:4]([NH2:8])[CH:5]=[CH:6][CH:7]=1.[NH2:10][OH:11].OS(O)(=O)=O.Cl.Cl[C:19](Cl)(Cl)[CH:20]([OH:22])O.[O-]S([O-])(=O)=O.[Na+].[Na+]. Product: [Br:1][C:2]1[C:3]([CH3:9])=[C:4]([NH:8][C:20](=[O:22])[CH:19]=[N:10][OH:11])[CH:5]=[CH:6][CH:7]=1. The catalyst class is: 6. (3) Reactant: [F:1][C:2]1[CH:21]=[CH:20][C:5]2[C:6]([C:9]3[CH:14]=[CH:13][C:12]([O:15][CH2:16][C@H:17]4[CH2:19][O:18]4)=[CH:11][CH:10]=3)=[N:7][O:8][C:4]=2[CH:3]=1.[OH:22][C:23]1([C:29]2[CH:34]=[CH:33][CH:32]=[CH:31][CH:30]=2)[CH2:28][CH2:27][NH:26][CH2:25][CH2:24]1. Product: [F:1][C:2]1[CH:21]=[CH:20][C:5]2[C:6]([C:9]3[CH:10]=[CH:11][C:12]([O:15][CH2:16][C@H:17]([OH:18])[CH2:19][N:26]4[CH2:25][CH2:24][C:23]([C:29]5[CH:34]=[CH:33][CH:32]=[CH:31][CH:30]=5)([OH:22])[CH2:28][CH2:27]4)=[CH:13][CH:14]=3)=[N:7][O:8][C:4]=2[CH:3]=1. The catalyst class is: 737. (4) Reactant: [F:1][C:2]1[CH:7]=[C:6]([I:8])[CH:5]=[CH:4][C:3]=1[NH:9][C:10]1[N:15]([CH3:16])[C:14](=[O:17])[C:13]2[CH:18]=[CH:19][O:20][C:12]=2[C:11]=1[C:21]([OH:23])=O.Cl.C[O:26][CH2:27]N.CC[N:31]=C=NCCCN(C)C.C1C=CC2N(O)N=NC=2C=1. Product: [F:1][C:2]1[CH:7]=[C:6]([I:8])[CH:5]=[CH:4][C:3]=1[NH:9][C:10]1[N:15]([CH3:16])[C:14](=[O:17])[C:13]2[CH:18]=[CH:19][O:20][C:12]=2[C:11]=1[C:21]([NH:31][O:26][CH3:27])=[O:23]. The catalyst class is: 3. (5) Reactant: [Li+].C[Si]([N-][Si](C)(C)C)(C)C.[Br:11][CH:12]1[CH2:18][CH2:17][CH2:16][C:15]2[CH:19]=[C:20]([O:23][CH3:24])[CH:21]=[CH:22][C:14]=2[C:13]1=[O:25].[CH3:26][C:27](OC(C)=O)=[O:28]. Product: [Br:11][C:12]1[CH2:18][CH2:17][CH2:16][C:15]2[CH:19]=[C:20]([O:23][CH3:24])[CH:21]=[CH:22][C:14]=2[C:13]=1[O:25][C:27](=[O:28])[CH3:26]. The catalyst class is: 116. (6) Reactant: I[C:2]1[CH:3]=[CH:4][C:5]2[N:6]([CH:8]=[C:9]([C:11]([O:13][CH2:14][CH3:15])=[O:12])[N:10]=2)[CH:7]=1.[C:16]([Si:18]([CH3:21])([CH3:20])[CH3:19])#[CH:17]. Product: [CH3:19][Si:18]([C:16]#[C:17][C:2]1[CH:3]=[CH:4][C:5]2[N:6]([CH:8]=[C:9]([C:11]([O:13][CH2:14][CH3:15])=[O:12])[N:10]=2)[CH:7]=1)([CH3:21])[CH3:20]. The catalyst class is: 235. (7) Product: [F:25][C:13]([F:12])([F:24])[C:14]1[CH:15]=[CH:16][C:17]([S:20]([N:1]2[C:9]3[C:4](=[CH:5][CH:6]=[CH:7][CH:8]=3)[C:3]([CH:10]=[O:11])=[CH:2]2)(=[O:22])=[O:21])=[CH:18][CH:19]=1. Reactant: [NH:1]1[C:9]2[C:4](=[CH:5][CH:6]=[CH:7][CH:8]=2)[C:3]([CH:10]=[O:11])=[CH:2]1.[F:12][C:13]([F:25])([F:24])[C:14]1[CH:19]=[CH:18][C:17]([S:20](Cl)(=[O:22])=[O:21])=[CH:16][CH:15]=1.C(N(C(C)C)CC)(C)C.C(=O)([O-])O.[Na+]. The catalyst class is: 2. (8) Reactant: BrC1C=CN=C2NC=CC=12.[H-].[Na+].C([Si](C(C)C)(C(C)C)Cl)(C)C.Br[C:25]1[CH:30]=[CH:29][N:28]=[C:27]2[N:31]([Si:34]([CH:41]([CH3:43])[CH3:42])([CH:38]([CH3:40])[CH3:39])[CH:35]([CH3:37])[CH3:36])[CH:32]=[CH:33][C:26]=12.C([Li])CCC.[B:49](OC)([O:52]C)[O:50]C. Product: [CH:41]([Si:34]([CH:35]([CH3:36])[CH3:37])([CH:38]([CH3:39])[CH3:40])[N:31]1[C:27]2=[N:28][CH:29]=[CH:30][C:25]([B:49]([OH:52])[OH:50])=[C:26]2[CH:33]=[CH:32]1)([CH3:42])[CH3:43]. The catalyst class is: 7. (9) Reactant: C(O[K])(C)(C)C.O1CCCC1.[Br:12][C:13]1[CH:18]=[CH:17][C:16]([O:19][CH2:20][CH2:21]Cl)=[CH:15][CH:14]=1. Product: [Br:12][C:13]1[CH:18]=[CH:17][C:16]([O:19][CH:20]=[CH2:21])=[CH:15][CH:14]=1. The catalyst class is: 6. (10) Reactant: [CH3:1][C:2]([O:5][C:6]([NH:8][C@@H:9]([C:13]([OH:15])=O)[CH:10]1[CH2:12][CH2:11]1)=[O:7])([CH3:4])[CH3:3].Cl.[NH:17]1[CH2:20][CH:19]([C:21]#[N:22])[CH2:18]1.C(N(CC)C(C)C)(C)C.CN(C(ON1N=NC2C=CC=NC1=2)=[N+](C)C)C.F[P-](F)(F)(F)(F)F. Product: [C:2]([O:5][C:6](=[O:7])[NH:8][C@H:9]([CH:10]1[CH2:11][CH2:12]1)[C:13]([N:17]1[CH2:20][CH:19]([C:21]#[N:22])[CH2:18]1)=[O:15])([CH3:1])([CH3:3])[CH3:4]. The catalyst class is: 3.